Dataset: Full USPTO retrosynthesis dataset with 1.9M reactions from patents (1976-2016). Task: Predict the reactants needed to synthesize the given product. (1) Given the product [CH2:1]([O:8][C:9]1[CH:10]=[C:11]([CH2:19][CH2:20][C:21]([O:23][CH2:24][CH3:25])=[O:22])[CH:12]=[CH:13][C:14]=1[OH:15])[C:2]1[CH:3]=[CH:4][CH:5]=[CH:6][CH:7]=1, predict the reactants needed to synthesize it. The reactants are: [CH2:1]([O:8][C:9]1[CH:10]=[C:11]([CH2:19][CH2:20][C:21]([O:23][CH2:24][CH3:25])=[O:22])[CH:12]=[CH:13][C:14]=1[O:15]COC)[C:2]1[CH:7]=[CH:6][CH:5]=[CH:4][CH:3]=1. (2) Given the product [C:5]([O:9][C:10]([N:12]([CH2:19][C:20]1[CH:21]=[CH:22][C:23]([CH2:24][NH2:25])=[CH:26][CH:27]=1)[CH:13]1[CH2:18][CH2:17][CH2:16][CH2:15][CH2:14]1)=[O:11])([CH3:8])([CH3:6])[CH3:7], predict the reactants needed to synthesize it. The reactants are: B.CSC.[C:5]([O:9][C:10]([N:12]([CH2:19][C:20]1[CH:27]=[CH:26][C:23]([C:24]#[N:25])=[CH:22][CH:21]=1)[CH:13]1[CH2:18][CH2:17][CH2:16][CH2:15][CH2:14]1)=[O:11])([CH3:8])([CH3:7])[CH3:6].OS([O-])(=O)=O.[K+].[OH-].[Na+]. (3) Given the product [OH:15][CH:16]1[CH2:30][C@@H:19]2[CH2:20][N:21]([C:23]([O:25][C:26]([CH3:28])([CH3:27])[CH3:29])=[O:24])[CH2:22][C@@H:18]2[CH2:17]1, predict the reactants needed to synthesize it. The reactants are: OC1C2CCCC2CN1C([O-])=O.[BH4-].[Na+].[O:15]=[C:16]1[CH2:30][C@@H:19]2[CH2:20][N:21]([C:23]([O:25][C:26]([CH3:29])([CH3:28])[CH3:27])=[O:24])[CH2:22][C@@H:18]2[CH2:17]1. (4) Given the product [S:1]1[C:50]2[CH:51]=[CH:52][C:47]([CH:42]([C:32]3[C:31]4[C:35](=[C:36]([CH2:37][S:38]([CH3:41])(=[O:40])=[O:39])[CH:28]=[CH:29][CH:30]=4)[NH:34][CH:33]=3)[CH2:43][CH2:44][C:45]#[N:46])=[CH:48][C:49]=2[CH:3]=[CH:2]1, predict the reactants needed to synthesize it. The reactants are: [S:1]1C2C=CC(C(C3C4C(=C(CSC)C=CC=4)NC=3)CCC#N)=CC=2[CH:3]=[CH:2]1.F[C:28]1[C:36]([CH2:37][S:38]([CH3:41])(=[O:40])=[O:39])=[C:35]2[C:31]([C:32]([CH:42]([C:47]3[CH:52]=[CH:51][C:50](C(F)(F)F)=[CH:49][CH:48]=3)[CH2:43][CH2:44][C:45]#[N:46])=[CH:33][NH:34]2)=[CH:30][CH:29]=1. (5) Given the product [N:1]([CH2:6][C:7]1[CH:16]=[CH:15][C:10]([C:11]([O:13][CH3:14])=[O:12])=[CH:9][CH:8]=1)=[N+:2]=[N-:3], predict the reactants needed to synthesize it. The reactants are: [N-:1]=[N+:2]=[N-:3].[Na+].Br[CH2:6][C:7]1[CH:16]=[CH:15][C:10]([C:11]([O:13][CH3:14])=[O:12])=[CH:9][CH:8]=1. (6) Given the product [CH3:1][O:2][C:3]([C:5]1[CH2:6][S:34](=[O:36])(=[O:33])[CH2:8]/[C:9](=[CH:12]\[C:13]2[CH:18]=[CH:17][C:16]([O:19][CH3:20])=[C:15]([CH2:21][C@H:22]3[CH2:26][O:25][C:24](=[O:27])[N:23]3[CH2:28][CH2:29][CH3:30])[CH:14]=2)/[C:10]=1[OH:11])=[O:4], predict the reactants needed to synthesize it. The reactants are: [CH3:1][O:2][C:3]([C:5]1[CH2:6]S[CH2:8]/[C:9](=[CH:12]\[C:13]2[CH:18]=[CH:17][C:16]([O:19][CH3:20])=[C:15]([CH2:21][C@H:22]3[CH2:26][O:25][C:24](=[O:27])[N:23]3[CH2:28][CH2:29][CH3:30])[CH:14]=2)/[C:10]=1[OH:11])=[O:4].O.O[O:33][S:34]([O-:36])=O.[K+].N. (7) Given the product [NH2:1][C:2]1[CH:3]=[C:4]2[C:9](=[CH:10][CH:11]=1)[CH:8]=[C:7]([C:12]([O:14][CH2:19][CH3:20])=[O:13])[CH:6]=[CH:5]2, predict the reactants needed to synthesize it. The reactants are: [NH2:1][C:2]1[CH:3]=[C:4]2[C:9](=[CH:10][CH:11]=1)[CH:8]=[C:7]([C:12]([OH:14])=[O:13])[CH:6]=[CH:5]2.S(Cl)(Cl)=O.[CH2:19](O)[CH3:20]. (8) Given the product [CH3:1][NH:2][C:5]([C@@H:7]1[O:11][C:10](=[O:12])[N:9]([C:13]2[CH:14]=[C:15]3[C:19](=[CH:20][CH:21]=2)[N:18]([CH:22]2[CH2:24][CH2:23]2)[C:17](=[O:25])[CH2:16]3)[CH2:8]1)=[O:4], predict the reactants needed to synthesize it. The reactants are: [CH3:1][NH2:2].C[O:4][C:5]([C@@H:7]1[O:11][C:10](=[O:12])[N:9]([C:13]2[CH:14]=[C:15]3[C:19](=[CH:20][CH:21]=2)[N:18]([CH:22]2[CH2:24][CH2:23]2)[C:17](=[O:25])[CH2:16]3)[CH2:8]1)=O. (9) The reactants are: [OH:1][C:2]1[CH:3]=[C:4]2[C:8](=[CH:9][CH:10]=1)[NH:7][N:6]=[CH:5]2.[CH3:11][C:12]([Si:15](Cl)([CH3:17])[CH3:16])([CH3:14])[CH3:13].N1C=CN=C1. Given the product [C:12]([Si:15]([CH3:17])([CH3:16])[O:1][C:2]1[CH:3]=[C:4]2[C:8](=[CH:9][CH:10]=1)[NH:7][N:6]=[CH:5]2)([CH3:14])([CH3:13])[CH3:11], predict the reactants needed to synthesize it. (10) Given the product [F:1][C:2]1[CH:3]=[C:4]([C:12]2[C:13]3[CH2:20][CH2:19][CH:18]([CH2:21][C:22]([NH:24][CH2:25][CH3:26])=[O:23])[C:14]=3[CH:15]=[N:16][CH:17]=2)[CH:5]=[CH:6][C:7]=1[C:8]([F:11])([F:9])[F:10], predict the reactants needed to synthesize it. The reactants are: [F:1][C:2]1[CH:3]=[C:4]([C:12]2[C:13]3[CH2:20][CH2:19][CH:18]([CH2:21][C:22]([NH:24][CH3:25])=[O:23])[C:14]=3[CH:15]=[N:16][CH:17]=2)[CH:5]=[CH:6][C:7]=1[C:8]([F:11])([F:10])[F:9].[CH2:26](N)C.